Dataset: Full USPTO retrosynthesis dataset with 1.9M reactions from patents (1976-2016). Task: Predict the reactants needed to synthesize the given product. (1) Given the product [CH:9]1([C:8]([C:5]2[CH:6]=[CH:7][C:2]([OH:1])=[CH:3][CH:4]=2)=[O:13])[CH2:11][CH2:10]1, predict the reactants needed to synthesize it. The reactants are: [OH:1][C:2]1[CH:7]=[CH:6][C:5]([C:8](=[O:13])[CH2:9][CH2:10][CH2:11]Cl)=[CH:4][CH:3]=1.[OH-].[Na+]. (2) Given the product [OH:29][C:28]1[N:1]([C:4]2[CH:9]=[CH:8][CH:7]=[CH:6][N:5]=2)[C:2](=[O:3])[N:19]([CH2:18][C:12]2[CH:13]=[CH:14][CH:15]=[CH:16][CH:17]=2)[C:20](=[O:21])[C:22]=1[C:23]([O:25][CH2:26][CH3:27])=[O:24], predict the reactants needed to synthesize it. The reactants are: [N:1]([C:4]1[CH:9]=[CH:8][CH:7]=[CH:6][N:5]=1)=[C:2]=[O:3].[H-].[Na+].[C:12]1([CH2:18][NH:19][C:20]([CH:22]([C:28](OCC)=[O:29])[C:23]([O:25][CH2:26][CH3:27])=[O:24])=[O:21])[CH:17]=[CH:16][CH:15]=[CH:14][CH:13]=1. (3) Given the product [F:1][C:2]1[CH:21]=[CH:20][C:5]2[C:6]([C:9]3[CH:10]=[CH:11][C:12]([O:15][CH2:16][C@H:17]([OH:18])[CH2:19][NH:23][CH2:26][C:2]4[CH:21]=[CH:20][C:5]([CH3:6])=[CH:4][CH:3]=4)=[CH:13][CH:14]=3)=[N:7][O:8][C:4]=2[CH:3]=1, predict the reactants needed to synthesize it. The reactants are: [F:1][C:2]1[CH:21]=[CH:20][C:5]2[C:6]([C:9]3[CH:14]=[CH:13][C:12]([O:15][CH2:16][C@H:17]4[CH2:19][O:18]4)=[CH:11][CH:10]=3)=[N:7][O:8][C:4]=2[CH:3]=1.C[N:23]([CH3:26])C=O.